Predict the reactants needed to synthesize the given product. From a dataset of Full USPTO retrosynthesis dataset with 1.9M reactions from patents (1976-2016). (1) Given the product [OH:11][CH:12]1[CH2:16][CH2:15][N:14]([C:2]2[CH:7]=[CH:6][C:5]([N+:8]([O-:10])=[O:9])=[CH:4][CH:3]=2)[CH:13]1[C:17]([OH:19])=[O:18], predict the reactants needed to synthesize it. The reactants are: F[C:2]1[CH:7]=[CH:6][C:5]([N+:8]([O-:10])=[O:9])=[CH:4][CH:3]=1.[OH:11][C@H:12]1[CH2:16][CH2:15][NH:14][C@@H:13]1[C:17]([OH:19])=[O:18].C(=O)([O-])[O-].[K+].[K+].[Cl-].[Na+].Cl. (2) Given the product [Cl:6][C:7]1[N:12]=[C:11]([N:13]2[CH2:18][CH2:17][O:16][CH2:15][C@H:14]2[CH3:19])[CH:10]=[C:9]([CH2:20][S:2]([CH3:1])(=[O:4])=[O:3])[N:8]=1, predict the reactants needed to synthesize it. The reactants are: [CH3:1][S:2]([O-:4])=[O:3].[Na+].[Cl:6][C:7]1[N:12]=[C:11]([N:13]2[CH2:18][CH2:17][O:16][CH2:15][C@H:14]2[CH3:19])[CH:10]=[C:9]([CH2:20]I)[N:8]=1. (3) Given the product [CH3:1][C:2]1[C:9]([N+:10]([O-:12])=[O:11])=[CH:8][CH:7]=[CH:6][C:3]=1[CH2:4][N:17]1[CH2:18][CH2:19][N:14]([CH3:13])[CH2:15][CH2:16]1, predict the reactants needed to synthesize it. The reactants are: [CH3:1][C:2]1[C:9]([N+:10]([O-:12])=[O:11])=[CH:8][CH:7]=[CH:6][C:3]=1[CH2:4]Cl.[CH3:13][N:14]1[CH2:19][CH2:18][NH:17][CH2:16][CH2:15]1.C(=O)(O)[O-].[Na+]. (4) Given the product [F:1][C:2]1[CH:3]=[C:4]([OH:10])[CH:5]=[CH:6][C:7]=1[S:13]([CH3:17])(=[O:15])=[O:12], predict the reactants needed to synthesize it. The reactants are: [F:1][C:2]1[CH:3]=[C:4]([OH:10])[CH:5]=[CH:6][C:7]=1SC.O[O:12][S:13]([O-:15])=O.[K+].[C:17]([O-])(O)=O.[Na+].